From a dataset of Forward reaction prediction with 1.9M reactions from USPTO patents (1976-2016). Predict the product of the given reaction. Given the reactants Br[C:2]1[C:11]2[O:10][CH2:9][CH2:8][O:7][C:6]=2[C:5]([O:12][CH3:13])=[CH:4][CH:3]=1.C([Li])CCC.[CH2:19]([O:21][C:22]([CH:24]1[CH2:29][CH2:28][C:27](=O)[CH2:26][CH2:25]1)=[O:23])[CH3:20].Cl, predict the reaction product. The product is: [CH2:19]([O:21][C:22]([CH:24]1[CH2:29][CH2:28][C:27]([C:2]2[C:11]3[O:10][CH2:9][CH2:8][O:7][C:6]=3[C:5]([O:12][CH3:13])=[CH:4][CH:3]=2)=[CH:26][CH2:25]1)=[O:23])[CH3:20].